Dataset: Forward reaction prediction with 1.9M reactions from USPTO patents (1976-2016). Task: Predict the product of the given reaction. (1) Given the reactants [F:1][C:2]([F:15])([F:14])[C:3]1[CH:12]=[CH:11][CH:10]=[C:9]2[C:4]=1[CH2:5][CH2:6][NH:7][C:8]2=[O:13].I[C:17]1[CH:18]=[N:19][CH:20]=[CH:21][C:22]=1[CH3:23].P([O-])([O-])([O-])=O.[K+].[K+].[K+], predict the reaction product. The product is: [CH3:23][C:22]1[CH:21]=[CH:20][N:19]=[CH:18][C:17]=1[N:7]1[CH2:6][CH2:5][C:4]2[C:9](=[CH:10][CH:11]=[CH:12][C:3]=2[C:2]([F:1])([F:14])[F:15])[C:8]1=[O:13]. (2) Given the reactants [Cl:1][C:2]1[CH:3]=[C:4]2[C:8](=[CH:9][CH:10]=1)[NH:7][CH:6]=[C:5]2[CH2:11][CH2:12][NH:13][C:14](=[O:22])[C:15]1[CH:20]=[CH:19][CH:18]=[CH:17][C:16]=1I.[C:23]1([CH3:32])[CH:28]=[CH:27][CH:26]=[CH:25][C:24]=1B(O)O.C(=O)([O-])[O-].[Na+].[Na+], predict the reaction product. The product is: [Cl:1][C:2]1[CH:3]=[C:4]2[C:8](=[CH:9][CH:10]=1)[NH:7][CH:6]=[C:5]2[CH2:11][CH2:12][NH:13][C:14]([C:15]1[C:16]([C:24]2[CH:25]=[CH:26][CH:27]=[CH:28][C:23]=2[CH3:32])=[CH:17][CH:18]=[CH:19][CH:20]=1)=[O:22]. (3) Given the reactants [C:1]([O:4][C:5]1[CH:6]=[C:7](C2N=C(N)N=C(N)C=2F)[CH:8]=[CH:9][CH:10]=1)(=[O:3])[CH3:2].[OH:20][C:21]1[CH:22]=[C:23]([NH:27][C:28]2[N:33]=[C:32]([NH:34]C3C=CC=C(O)C=3)[C:31]([F:42])=[CH:30][N:29]=2)[CH:24]=[CH:25][CH:26]=1.[C:43](Cl)(=[O:45])[CH3:44].N1C=CC=CC=1, predict the reaction product. The product is: [C:43]([O:20][C:21]1[CH:22]=[C:23]([NH:27][C:28]2[N:33]=[C:32]([NH:34][C:7]3[CH:8]=[CH:9][CH:10]=[C:5]([O:4][C:1](=[O:3])[CH3:2])[CH:6]=3)[C:31]([F:42])=[CH:30][N:29]=2)[CH:24]=[CH:25][CH:26]=1)(=[O:45])[CH3:44]. (4) Given the reactants [H-].[Na+].[C:3]1([OH:9])[CH:8]=[CH:7][CH:6]=[CH:5][CH:4]=1.Cl[C:11]1[CH:20]=[N:19][C:18]2[C:13](=[C:14]([Cl:21])[CH:15]=[CH:16][CH:17]=2)[N:12]=1, predict the reaction product. The product is: [Cl:21][C:14]1[CH:15]=[CH:16][CH:17]=[C:18]2[C:13]=1[N:12]=[C:11]([O:9][C:3]1[CH:8]=[CH:7][CH:6]=[CH:5][CH:4]=1)[CH:20]=[N:19]2. (5) The product is: [C:17]([C:19]1[N:23]([CH3:24])[C:22]([C:2]2[C:7]([F:8])=[CH:6][C:5]([S:9]([NH:12][CH:13]([CH3:15])[CH3:14])(=[O:11])=[O:10])=[C:4]([F:16])[CH:3]=2)=[CH:21][CH:20]=1)#[N:18]. Given the reactants Br[C:2]1[C:7]([F:8])=[CH:6][C:5]([S:9]([NH:12][CH:13]([CH3:15])[CH3:14])(=[O:11])=[O:10])=[C:4]([F:16])[CH:3]=1.[C:17]([C:19]1[N:23]([CH3:24])[C:22](B(O)O)=[CH:21][CH:20]=1)#[N:18].[F-].[K+].C(P(C(C)(C)C)C(C)(C)C)(C)(C)C, predict the reaction product. (6) Given the reactants Br[C:2]1[CH:11]=[C:10]2[C:5]([CH:6]=[CH:7][N:8]=[C:9]2[N:12]2[CH2:17][CH2:16][N:15]([C:18]([O:20][C:21]([CH3:24])([CH3:23])[CH3:22])=[O:19])[CH2:14][CH2:13]2)=[CH:4][CH:3]=1.[C:25]([C:29]1[CH:34]=[CH:33][CH:32]=[CH:31][C:30]=1[SH:35])([CH3:28])([CH3:27])[CH3:26], predict the reaction product. The product is: [C:21]([O:20][C:18]([N:15]1[CH2:16][CH2:17][N:12]([C:9]2[C:10]3[C:5](=[CH:4][CH:3]=[C:2]([S:35][C:30]4[CH:31]=[CH:32][CH:33]=[CH:34][C:29]=4[C:25]([CH3:28])([CH3:27])[CH3:26])[CH:11]=3)[CH:6]=[CH:7][N:8]=2)[CH2:13][CH2:14]1)=[O:19])([CH3:24])([CH3:23])[CH3:22]. (7) Given the reactants [CH3:1][C:2]1[CH:7]=[CH:6][C:5]([N+:8]([O-:10])=[O:9])=[CH:4][C:3]=1[F:11].C1C(=O)N([Br:19])C(=O)C1, predict the reaction product. The product is: [Br:19][CH2:1][C:2]1[CH:7]=[CH:6][C:5]([N+:8]([O-:10])=[O:9])=[CH:4][C:3]=1[F:11].